This data is from Reaction yield outcomes from USPTO patents with 853,638 reactions. The task is: Predict the reaction yield, written as a fraction of the theoretical maximum amount of product (1.0 means a 100% yield; for example, 0.34 means a 34% yield). (1) The reactants are [C:1]([C:3]1[CH:4]=[C:5]([C:16]2[CH:21]=[CH:20][N:19]=[C:18]([NH:22][C:23]3[CH:32]=[CH:31][C:26]([C:27](OC)=[O:28])=[C:25]([O:33][CH3:34])[CH:24]=3)[N:17]=2)[CH:6]=[CH:7][C:8]=1[O:9][CH:10]1[CH2:15][CH2:14][O:13][CH2:12][CH2:11]1)#[N:2].[NH2:35]C1C=CC(C(OC)=O)=C(OC)C=1.Cl[C:49]1N=C(C2C=CC(OC3CCOCC3)=C(C=2)C#N)C=[CH:51][N:50]=1.C(=O)([O-])[O-].[Cs+].[Cs+].C1C=CC(P(C2C(C3C(P(C4C=CC=[CH:120][CH:121]=4)C4C=CC=CC=4)=CC=C4C=3C=CC=C4)=C3C(C=CC=C3)=CC=2)C2C=CC=CC=2)=CC=1. The catalyst is C([O-])(=O)C.[Pd+2].C([O-])(=O)C.C1(C)C=CC=CC=1. The product is [C:1]([C:3]1[CH:4]=[C:5]([C:16]2[CH:21]=[CH:20][N:19]=[C:18]([NH:22][C:23]3[CH:32]=[CH:31][C:26]([C:27]([NH:35][CH2:120][CH2:121][N:50]([CH3:51])[CH3:49])=[O:28])=[C:25]([O:33][CH3:34])[CH:24]=3)[N:17]=2)[CH:6]=[CH:7][C:8]=1[O:9][CH:10]1[CH2:11][CH2:12][O:13][CH2:14][CH2:15]1)#[N:2]. The yield is 0.720. (2) The reactants are [NH2:1][C:2]1([CH3:15])[CH2:7][CH2:6][N:5]([C:8]([O:10][C:11]([CH3:14])([CH3:13])[CH3:12])=[O:9])[CH2:4][CH2:3]1.C(=O)([O-])[O-].[K+].[K+].Br[CH2:23][CH2:24][CH2:25][CH2:26]Br. The catalyst is C(#N)C. The product is [CH3:15][C:2]1([N:1]2[CH2:26][CH2:25][CH2:24][CH2:23]2)[CH2:3][CH2:4][N:5]([C:8]([O:10][C:11]([CH3:14])([CH3:13])[CH3:12])=[O:9])[CH2:6][CH2:7]1. The yield is 0.270. (3) The reactants are Cl[C:2]1[N:7]=[C:6]([NH:8][C:9]([C:11]2([C:14]3[CH:15]=[CH:16][C:17]4[O:21][CH2:20][CH2:19][C:18]=4[CH:22]=3)[CH2:13][CH2:12]2)=[O:10])[CH:5]=[CH:4][C:3]=1[CH3:23].[CH3:24][O:25][C:26]1[C:31](B2OC(C)(C)C(C)(C)O2)=[CH:30][C:29]([CH3:41])=[CH:28][N:27]=1.C(=O)([O-])[O-].[Na+].[Na+]. The catalyst is COCCOC.C(OCC)(=O)C.C1C=CC([P]([Pd]([P](C2C=CC=CC=2)(C2C=CC=CC=2)C2C=CC=CC=2)([P](C2C=CC=CC=2)(C2C=CC=CC=2)C2C=CC=CC=2)[P](C2C=CC=CC=2)(C2C=CC=CC=2)C2C=CC=CC=2)(C2C=CC=CC=2)C2C=CC=CC=2)=CC=1. The product is [O:21]1[C:17]2[CH:16]=[CH:15][C:14]([C:11]3([C:9]([NH:8][C:6]4[N:7]=[C:2]([C:31]5[C:26]([O:25][CH3:24])=[N:27][CH:28]=[C:29]([CH3:41])[CH:30]=5)[C:3]([CH3:23])=[CH:4][CH:5]=4)=[O:10])[CH2:13][CH2:12]3)=[CH:22][C:18]=2[CH2:19][CH2:20]1. The yield is 0.760. (4) The reactants are [CH3:1][C:2]1[N:7]=[CH:6][C:5]([CH:8]=[O:9])=[CH:4][CH:3]=1.C1N2CCN(CC2)C1.[C:18]([O:22][CH3:23])(=[O:21])[CH:19]=[CH2:20].O1CCOCC1. The catalyst is [Cl-].[Na+].O.O. The product is [CH3:23][O:22][C:18](=[O:21])[C:19]([CH:8]([OH:9])[C:5]1[CH:6]=[N:7][C:2]([CH3:1])=[CH:3][CH:4]=1)=[CH2:20]. The yield is 0.438. (5) The reactants are [C:1]([O:5][C:6]([N:8]1[CH2:12][CH2:11][CH2:10][CH:9]1[C:13]1[NH:14][C:15]([C:18]2[CH:23]=[CH:22][C:21](B3OC(C)(C)C(C)(C)O3)=[CH:20][CH:19]=2)=[CH:16][N:17]=1)=[O:7])([CH3:4])([CH3:3])[CH3:2].Br[C:34]1[CH:41]=[CH:40][C:39]([Cl:42])=[CH:38][C:35]=1[C:36]#[N:37].C(=O)([O-])[O-].[K+].[K+]. The catalyst is C1C=CC([P]([Pd]([P](C2C=CC=CC=2)(C2C=CC=CC=2)C2C=CC=CC=2)([P](C2C=CC=CC=2)(C2C=CC=CC=2)C2C=CC=CC=2)[P](C2C=CC=CC=2)(C2C=CC=CC=2)C2C=CC=CC=2)(C2C=CC=CC=2)C2C=CC=CC=2)=CC=1.C([O-])(O)=O.[Na+]. The product is [C:1]([O:5][C:6]([N:8]1[CH2:12][CH2:11][CH2:10][CH:9]1[C:13]1[NH:14][C:15]([C:18]2[CH:19]=[CH:20][C:21]([C:34]3[CH:41]=[CH:40][C:39]([Cl:42])=[CH:38][C:35]=3[C:36]#[N:37])=[CH:22][CH:23]=2)=[CH:16][N:17]=1)=[O:7])([CH3:4])([CH3:3])[CH3:2]. The yield is 0.810. (6) The reactants are [CH3:1][N:2]1[C:14]2[C:13]3[CH:12]=[C:11]4[CH:15]=[CH:16][CH:17]=[CH:18][C:10]4=[CH:9][C:8]=3[N:7]=[C:6](Cl)[C:5]=2[N:4]=[CH:3]1.[CH3:20][NH2:21]. The catalyst is CCOC(C)=O. The product is [CH3:1][N:2]1[C:14]2[C:13]3[CH:12]=[C:11]4[CH:15]=[CH:16][CH:17]=[CH:18][C:10]4=[CH:9][C:8]=3[N:7]=[C:6]([NH:21][CH3:20])[C:5]=2[N:4]=[CH:3]1. The yield is 0.0400. (7) The reactants are [CH2:1]([O:3][C:4](=[O:23])[CH2:5][N:6]([C:13]1[CH:14]=[CH:15][CH:16]=[C:17]2[C:22]=1[CH2:21][NH:20][CH2:19][CH2:18]2)[C:7](=[O:12])[C:8]([F:11])([F:10])[F:9])[CH3:2].C([O-])([O-])=O.[K+].[K+].[CH2:30](Br)[CH:31]=[CH2:32]. The catalyst is CC#N. The product is [CH2:1]([O:3][C:4](=[O:23])[CH2:5][N:6]([C:13]1[CH:14]=[CH:15][CH:16]=[C:17]2[C:22]=1[CH2:21][N:20]([CH2:32][CH:31]=[CH2:30])[CH2:19][CH2:18]2)[C:7](=[O:12])[C:8]([F:10])([F:9])[F:11])[CH3:2]. The yield is 0.420.